This data is from Full USPTO retrosynthesis dataset with 1.9M reactions from patents (1976-2016). The task is: Predict the reactants needed to synthesize the given product. (1) The reactants are: C([SiH](CC)CC)C.C(O)(C(F)(F)F)=O.[NH2:15][C:16]1[C:17]2[CH:32]=[C:31]([CH:33](O)[C:34]3[C:35]([O:40][CH3:41])=[N:36][CH:37]=[CH:38][CH:39]=3)[S:30][C:18]=2[N:19]=[C:20]([C:22]2[CH:23]=[C:24]([CH:27]=[CH:28][CH:29]=2)[C:25]#[N:26])[N:21]=1. Given the product [NH2:15][C:16]1[C:17]2[CH:32]=[C:31]([CH2:33][C:34]3[C:35]([O:40][CH3:41])=[N:36][CH:37]=[CH:38][CH:39]=3)[S:30][C:18]=2[N:19]=[C:20]([C:22]2[CH:23]=[C:24]([CH:27]=[CH:28][CH:29]=2)[C:25]#[N:26])[N:21]=1, predict the reactants needed to synthesize it. (2) Given the product [O:41]1[C:37]2[CH:36]=[CH:35][C:34]([C:2]3[CH:7]=[CH:6][C:5]([C:8]4[N:9]([CH2:14][C@@H:15]5[CH2:19][CH2:18][N:17]([C:20]([CH:22]6[CH2:24][CH2:23]6)=[O:21])[CH2:16]5)[C:10](=[O:13])[NH:11][N:12]=4)=[CH:4][C:3]=3[F:25])=[CH:42][C:38]=2[CH:39]=[CH:40]1, predict the reactants needed to synthesize it. The reactants are: Br[C:2]1[CH:7]=[CH:6][C:5]([C:8]2[N:9]([CH2:14][C@@H:15]3[CH2:19][CH2:18][N:17]([C:20]([CH:22]4[CH2:24][CH2:23]4)=[O:21])[CH2:16]3)[C:10](=[O:13])[NH:11][N:12]=2)=[CH:4][C:3]=1[F:25].CC1(C)C(C)(C)OB([C:34]2[CH:35]=[CH:36][C:37]3[O:41][CH:40]=[CH:39][C:38]=3[CH:42]=2)O1.C([O-])([O-])=O.[Cs+].[Cs+].O1CCOCC1. (3) Given the product [F:20][C:21]1[CH:22]=[C:23]([CH2:24][C:17]#[N:18])[CH:26]=[CH:27][C:28]=1[O:29][CH3:30], predict the reactants needed to synthesize it. The reactants are: CC([O-])(C)C.[K+].CC1C=CC(S([CH2:17][N+:18]#[C-])(=O)=O)=CC=1.[F:20][C:21]1[CH:22]=[C:23]([CH:26]=[CH:27][C:28]=1[O:29][CH3:30])[CH:24]=O.CO. (4) Given the product [C:1]12([CH:11]([NH:17][CH3:16])[C:12]([OH:14])=[O:13])[CH2:10][CH:5]3[CH2:6][CH:7]([CH2:9][CH:3]([CH2:4]3)[CH2:2]1)[CH2:8]2, predict the reactants needed to synthesize it. The reactants are: [C:1]12([CH:11](I)[C:12]([OH:14])=[O:13])[CH2:10][CH:5]3[CH2:6][CH:7]([CH2:9][CH:3]([CH2:4]3)[CH2:2]1)[CH2:8]2.[CH3:16][NH2:17]. (5) Given the product [F:19][C:20]1[CH:21]=[C:22]([CH:31]=[C:32]([F:34])[CH:33]=1)[CH2:23][NH:24][C:25](=[O:30])[CH2:26][C:27]([NH:1][CH:2]1[C:8](=[O:9])[N:7]([CH3:10])[C:6]2[CH:11]=[CH:12][CH:13]=[CH:14][C:5]=2[C:4]2[CH:15]=[CH:16][CH:17]=[CH:18][C:3]1=2)=[O:28], predict the reactants needed to synthesize it. The reactants are: [NH2:1][CH:2]1[C:8](=[O:9])[N:7]([CH3:10])[C:6]2[CH:11]=[CH:12][CH:13]=[CH:14][C:5]=2[C:4]2[CH:15]=[CH:16][CH:17]=[CH:18][C:3]1=2.[F:19][C:20]1[CH:21]=[C:22]([CH:31]=[C:32]([F:34])[CH:33]=1)[CH2:23][NH:24][C:25](=[O:30])[CH2:26][C:27](O)=[O:28]. (6) Given the product [CH3:110][C@@:49]1([OH:48])[C@@H:81]([CH2:82][OH:83])[O:80][C@@H:52]([O:53][C:54]2[CH:59]=[C:58]([NH2:60])[CH:57]=[CH:56][C:55]=2[CH2:71][C:72]2[CH:73]=[CH:74][C:75]([CH2:78][CH3:79])=[CH:76][CH:77]=2)[C@H:51]([OH:92])[C@H:50]1[OH:101], predict the reactants needed to synthesize it. The reactants are: ClC(Cl)(Cl)C#N.C1CCN2C(=NCCC2)CC1.C(C1C=CC(CC2C=CC(NC(=O)OCC3C=CC=CC=3)=CC=2O)=CC=1)C.C([O:48][C@:49]1([CH3:110])[C@@H:81]([CH2:82][O:83]C(=O)C2C=CC=CC=2)[O:80][C@@H:52]([O:53][C:54]2[CH:59]=[C:58]([NH:60]C(OCC3C=CC=CC=3)=O)[CH:57]=[CH:56][C:55]=2[CH2:71][C:72]2[CH:77]=[CH:76][C:75]([CH2:78][CH3:79])=[CH:74][CH:73]=2)[C@H:51]([O:92]C(=O)C2C=CC=CC=2)[C@H:50]1[O:101]C(=O)C1C=CC=CC=1)(=O)C.C(O[C@]1(C)[C@@H](COC(=O)C2C=CC=CC=2)O[C@@H](OC2C=C(N)C=CC=2CC2C=CC(CC)=CC=2)[C@H](OC(=O)C2C=CC=CC=2)[C@H]1OC(=O)C1C=CC=CC=1)(=O)C.C(=O)([O-])[O-].[K+].[K+]. (7) Given the product [CH3:21][N:11]1[C:12]2[CH2:17][CH2:16][N:15]([C:18](=[O:20])[CH3:19])[CH2:14][C:13]=2[C:9]([NH:8][C:4]2[CH:5]=[CH:6][CH:7]=[C:2]([C:30]3[S:34][CH:33]=[N:32][CH:31]=3)[CH:3]=2)=[N:10]1, predict the reactants needed to synthesize it. The reactants are: Br[C:2]1[CH:3]=[C:4]([NH:8][C:9]2[C:13]3[CH2:14][N:15]([C:18](=[O:20])[CH3:19])[CH2:16][CH2:17][C:12]=3[N:11]([CH3:21])[N:10]=2)[CH:5]=[CH:6][CH:7]=1.CC1(C)C(C)(C)OB([C:30]2[S:34][CH:33]=[N:32][CH:31]=2)O1.ClCCl.C([O-])([O-])=O.[Na+].[Na+]. (8) Given the product [Br:1][C:2]1[CH:3]=[C:4]([N+:11]([O-:13])=[O:12])[C:5]2[O:10][C:19](=[O:20])[C:18]([NH:17][C:14](=[O:16])[CH3:15])=[CH:7][C:6]=2[CH:9]=1, predict the reactants needed to synthesize it. The reactants are: [Br:1][C:2]1[CH:3]=[C:4]([N+:11]([O-:13])=[O:12])[C:5]([OH:10])=[C:6]([CH:9]=1)[CH:7]=O.[C:14]([NH:17][CH2:18][C:19](O)=[O:20])(=[O:16])[CH3:15]. (9) Given the product [C:20]([C:19]1[CH:22]=[CH:23][C:16]([CH:2]2[CH2:7][CH2:6][N:5]([C:8]([O:10][C:11]([CH3:14])([CH3:13])[CH3:12])=[O:9])[CH2:4][CH2:3]2)=[N:17][CH:18]=1)#[N:21], predict the reactants needed to synthesize it. The reactants are: I[CH:2]1[CH2:7][CH2:6][N:5]([C:8]([O:10][C:11]([CH3:14])([CH3:13])[CH3:12])=[O:9])[CH2:4][CH2:3]1.Br[C:16]1[CH:23]=[CH:22][C:19]([C:20]#[N:21])=[CH:18][N:17]=1.CCN(C(C)C)C(C)C.